Dataset: Forward reaction prediction with 1.9M reactions from USPTO patents (1976-2016). Task: Predict the product of the given reaction. (1) Given the reactants ClC1C(C)=C(C2C=CC(C)=CC=2)N=CN=1.[CH3:16][C:17]1[CH:29]=[C:28]([CH2:30][N:31]([C:35]2[C:40]([CH3:41])=[C:39]([C:42]3[CH:47]=[CH:46][C:45]([C:48](F)(F)F)=[CH:44][CH:43]=3)[N:38]=[CH:37][N:36]=2)[CH2:32][CH2:33][CH3:34])[CH:27]=[CH:26][C:18]=1[O:19][CH2:20][C:21]([O:23][CH2:24][CH3:25])=[O:22], predict the reaction product. The product is: [CH3:16][C:17]1[CH:29]=[C:28]([CH2:30][N:31]([C:35]2[C:40]([CH3:41])=[C:39]([C:42]3[CH:43]=[CH:44][C:45]([CH3:48])=[CH:46][CH:47]=3)[N:38]=[CH:37][N:36]=2)[CH2:32][CH2:33][CH3:34])[CH:27]=[CH:26][C:18]=1[O:19][CH2:20][C:21]([O:23][CH2:24][CH3:25])=[O:22]. (2) The product is: [C:24]([C:26]1[CH:34]=[CH:33][C:29]([C:30]([NH:23][C:10]2[S:11][C:12]([CH2:13][C:14]3[CH:19]=[CH:18][C:17]([N+:20]([O-:22])=[O:21])=[CH:16][CH:15]=3)=[C:8]([C:5]3[CH:4]=[CH:3][C:2]([F:1])=[CH:7][CH:6]=3)[N:9]=2)=[O:31])=[CH:28][CH:27]=1)#[N:25]. Given the reactants [F:1][C:2]1[CH:7]=[CH:6][C:5]([C:8]2[N:9]=[C:10]([NH2:23])[S:11][C:12]=2[CH2:13][C:14]2[CH:19]=[CH:18][C:17]([N+:20]([O-:22])=[O:21])=[CH:16][CH:15]=2)=[CH:4][CH:3]=1.[C:24]([C:26]1[CH:34]=[CH:33][C:29]([C:30](Cl)=[O:31])=[CH:28][CH:27]=1)#[N:25], predict the reaction product. (3) Given the reactants Cl[C:2]1[N:11]=[CH:10][CH:9]=[CH:8][C:3]=1[C:4]([O:6][CH3:7])=[O:5].[Li+].[Cl-].O1[CH2:19][CH2:18]OCC1, predict the reaction product. The product is: [C:10]([C:9]1[CH:8]=[C:3]([C:2]2[C:3]([C:4]([O:6][CH3:7])=[O:5])=[CH:8][CH:9]=[CH:10][N:11]=2)[CH:2]=[CH:18][CH:19]=1)#[N:11]. (4) Given the reactants Br[C:2]1[CH:7]=[CH:6][C:5]([O:8][CH2:9][C:10]2[CH:15]=[CH:14][CH:13]=[CH:12][CH:11]=2)=[CH:4][C:3]=1[F:16].[Li]CCCC.CN(C)[CH:24]=[O:25], predict the reaction product. The product is: [CH2:9]([O:8][C:5]1[CH:6]=[CH:7][C:2]([CH:24]=[O:25])=[C:3]([F:16])[CH:4]=1)[C:10]1[CH:15]=[CH:14][CH:13]=[CH:12][CH:11]=1. (5) The product is: [C:11]([O:15][C:16]([N:18]1[CH2:23][CH2:22][N:21]([C:24]2[N:32]=[CH:31][N:30]=[C:29]3[C:25]=2[NH:26][C:27](=[O:3])[N:28]3[CH3:33])[CH2:20][CH2:19]1)=[O:17])([CH3:14])([CH3:13])[CH3:12]. Given the reactants C([O-])(=[O:3])C.[Na+].C(=O)(O)[O-].[Na+].[C:11]([O:15][C:16]([N:18]1[CH2:23][CH2:22][N:21]([C:24]2[N:32]=[CH:31][N:30]=[C:29]3[C:25]=2[N:26]=[C:27](Cl)[N:28]3[CH3:33])[CH2:20][CH2:19]1)=[O:17])([CH3:14])([CH3:13])[CH3:12], predict the reaction product. (6) Given the reactants [NH2:1][C:2]1[CH:3]=[C:4]([S:11]([NH:14][CH3:15])(=[O:13])=[O:12])[CH:5]=[CH:6][C:7]=1[N:8]([CH3:10])[CH3:9].Cl[C:17]1[C:26]2[C:21](=[CH:22][C:23]([O:29][CH3:30])=[C:24]([O:27][CH3:28])[CH:25]=2)[N:20]=[CH:19][N:18]=1.Cl, predict the reaction product. The product is: [CH3:28][O:27][C:24]1[CH:25]=[C:26]2[C:21](=[CH:22][C:23]=1[O:29][CH3:30])[N:20]=[CH:19][N:18]=[C:17]2[NH:1][C:2]1[CH:3]=[C:4]([S:11]([NH:14][CH3:15])(=[O:13])=[O:12])[CH:5]=[CH:6][C:7]=1[N:8]([CH3:10])[CH3:9]. (7) Given the reactants [Br:1][C:2]1[CH:7]=[C:6]([CH2:8][C:9]2[CH:14]=[CH:13][C:12]([CH2:15][CH3:16])=[CH:11][CH:10]=2)[C:5]([Cl:17])=[CH:4][C:3]=1[OH:18].[H-].[Na+].Br[CH2:22][CH2:23][OH:24], predict the reaction product. The product is: [Br:1][C:2]1[CH:7]=[C:6]([CH2:8][C:9]2[CH:14]=[CH:13][C:12]([CH2:15][CH3:16])=[CH:11][CH:10]=2)[C:5]([Cl:17])=[CH:4][C:3]=1[O:18][CH2:22][CH2:23][OH:24]. (8) Given the reactants O=[C:2]1[CH2:6][CH2:5][N:4](C(OC(C)(C)C)=O)[CH2:3]1.C(O)(=O)/C=C\C(O)=O.[NH2:22][C:23]1[CH:24]=[C:25]2[C:29](=[CH:30][CH:31]=1)[N:28]([C:32](=[O:37])[C:33]([CH3:36])([CH3:35])[CH3:34])[N:27]=[CH:26]2, predict the reaction product. The product is: [CH3:34][C:33]([CH3:36])([CH3:35])[C:32]([N:28]1[C:29]2[C:25](=[CH:24][C:23]([NH:22][CH:2]3[CH2:6][CH2:5][NH:4][CH2:3]3)=[CH:31][CH:30]=2)[CH:26]=[N:27]1)=[O:37]. (9) Given the reactants [CH3:1][N:2]([CH3:50])[CH2:3][C:4]([N:6]1[C:14]2[C:9](=[CH:10][C:11]([O:48][CH3:49])=[C:12]([NH:15][C:16]3[N:17]=[C:18]([NH:35][C:36]4[CH:46]=[CH:45][CH:44]=[C:43]([F:47])[C:37]=4[C:38]([NH:40][CH2:41][CH3:42])=[O:39])[C:19]4[CH:24]=[CH:23][N:22](S(C5C=CC(C)=CC=5)(=O)=O)[C:20]=4[N:21]=3)[CH:13]=2)[CH2:8][CH2:7]1)=[O:5].C(OCC)(=O)C, predict the reaction product. The product is: [CH3:50][N:2]([CH3:1])[CH2:3][C:4]([N:6]1[C:14]2[C:9](=[CH:10][C:11]([O:48][CH3:49])=[C:12]([NH:15][C:16]3[NH:21][C:20]4=[N:22][CH:23]=[CH:24][C:19]4=[C:18]([NH:35][C:36]4[CH:46]=[CH:45][CH:44]=[C:43]([F:47])[C:37]=4[C:38]([NH:40][CH2:41][CH3:42])=[O:39])[N:17]=3)[CH:13]=2)[CH2:8][CH2:7]1)=[O:5]. (10) The product is: [Cl:1][C:2]1[CH:7]=[CH:6][C:5]([CH2:8][CH:9]([NH2:22])[CH:10]([CH3:12])[CH3:11])=[CH:4][C:3]=1[O:14][CH2:15][CH2:16][CH2:17][O:18][CH3:19]. Given the reactants [Cl:1][C:2]1[CH:7]=[CH:6][C:5]([CH2:8][C:9](=O)[CH:10]([CH3:12])[CH3:11])=[CH:4][C:3]=1[O:14][CH2:15][CH2:16][CH2:17][O:18][CH3:19].[BH3-]C#[N:22].[Na+].[OH-].[Na+], predict the reaction product.